Dataset: Reaction yield outcomes from USPTO patents with 853,638 reactions. Task: Predict the reaction yield, written as a fraction of the theoretical maximum amount of product (1.0 means a 100% yield; for example, 0.34 means a 34% yield). (1) The reactants are ClC1C(=O)C(C#N)=C(C#N)C(=O)C=1Cl.[N:15]1([CH2:24][C:25]2[CH:26]=[C:27]3[C:33]([C:34]4[CH:35]=[N:36][N:37]([CH3:39])[CH:38]=4)=[CH:32][NH:31][C:28]3=[N:29][CH:30]=2)[C:23]2[C:18](=[CH:19][CH:20]=[CH:21][CH:22]=2)[CH2:17][CH2:16]1.C([O-])(O)=O.[Na+]. The catalyst is C(Cl)Cl. The product is [N:15]1([CH2:24][C:25]2[CH:26]=[C:27]3[C:33]([C:34]4[CH:35]=[N:36][N:37]([CH3:39])[CH:38]=4)=[CH:32][NH:31][C:28]3=[N:29][CH:30]=2)[C:23]2[C:18](=[CH:19][CH:20]=[CH:21][CH:22]=2)[CH:17]=[CH:16]1. The yield is 0.260. (2) The reactants are [Cl:1][C:2]1[CH:7]=[C:6]([F:8])[CH:5]=[CH:4][C:3]=1[C:9]1(O)[CH2:18][CH2:17][C:12]2(OCC[O:13]2)[CH2:11][CH2:10]1.OS(O)(=O)=O.O.C([O-])(O)=O.[Na+]. The catalyst is C(Cl)Cl. The product is [Cl:1][C:2]1[CH:7]=[C:6]([F:8])[CH:5]=[CH:4][C:3]=1[C:9]1[CH2:18][CH2:17][C:12](=[O:13])[CH2:11][CH:10]=1. The yield is 0.760.